From a dataset of Forward reaction prediction with 1.9M reactions from USPTO patents (1976-2016). Predict the product of the given reaction. (1) Given the reactants [CH2:1]([O:8][C:9](=[O:16])[CH:10]=[CH:11][CH2:12][CH:13]([CH3:15])[CH3:14])[C:2]1[CH:7]=[CH:6][CH:5]=[CH:4][CH:3]=1.[N+:17]([CH3:20])([O-:19])=[O:18].C1CCN2C(=NCCC2)CC1.Cl, predict the reaction product. The product is: [CH2:1]([O:8][C:9](=[O:16])[CH2:10][CH:11]([CH2:20][N+:17]([O-:19])=[O:18])[CH2:12][CH:13]([CH3:14])[CH3:15])[C:2]1[CH:7]=[CH:6][CH:5]=[CH:4][CH:3]=1. (2) Given the reactants [C@H:1]1([OH:8])[CH2:6][CH2:5][CH2:4][C@H:3]([OH:7])[CH2:2]1.[H-].[Na+].[Cl:11][C:12]1[CH:19]=[C:18](F)[CH:17]=[CH:16][C:13]=1[C:14]#[N:15], predict the reaction product. The product is: [Cl:11][C:12]1[CH:19]=[C:18]([O:7][C@@H:3]2[CH2:4][CH2:5][CH2:6][C@@H:1]([OH:8])[CH2:2]2)[CH:17]=[CH:16][C:13]=1[C:14]#[N:15]. (3) Given the reactants F[C:2]1[CH:3]=[C:4]([C:10]2[N:11]=[C:12]3[CH:17]=[C:16]([NH:18][CH3:19])[CH:15]=[CH:14][N:13]3[CH:20]=2)C=[CH:6][C:7]=1[O:8]C.CNC1C=CN=C(N)C=1.BrCC(C1OC(C)=CC=1)=O, predict the reaction product. The product is: [CH3:19][NH:18][C:16]1[CH:15]=[CH:14][N:13]2[CH:20]=[C:10]([C:4]3[O:8][C:7]([CH3:6])=[CH:2][CH:3]=3)[N:11]=[C:12]2[CH:17]=1. (4) Given the reactants [S:1]1[CH2:5][CH2:4][C:3]2[CH:6]=[CH:7][CH:8]=[CH:9][C:2]1=2.[Br:10]Br.C(=O)([O-])O.[Na+], predict the reaction product. The product is: [Br:10][C:7]1[CH:8]=[CH:9][C:2]2[S:1][CH2:5][CH2:4][C:3]=2[CH:6]=1. (5) The product is: [CH3:7][C:6]1([CH3:8])[C:2]([CH3:1])([CH3:21])[O:3][B:4]([C:9]2[CH:10]=[C:11]([CH2:15][C:16]([OH:18])=[O:17])[CH:12]=[CH:13][CH:14]=2)[O:5]1. Given the reactants [CH3:1][C:2]1([CH3:21])[C:6]([CH3:8])([CH3:7])[O:5][B:4]([C:9]2[CH:10]=[C:11]([CH2:15][C:16]([O:18]CC)=[O:17])[CH:12]=[CH:13][CH:14]=2)[O:3]1.O.[Li+].[OH-], predict the reaction product. (6) Given the reactants N(C(N1CCCCC1)=O)=NC(N1CCCCC1)=O.[OH:19][C:20]1[CH:21]=[C:22]2[C:26](=[CH:27][CH:28]=1)[NH:25][C:24]([CH2:29][CH:30]([CH3:35])[C:31]([O:33]C)=[O:32])=[CH:23]2.O[CH2:37][CH2:38][CH2:39][NH:40][C:41]1[CH:46]=[CH:45][CH:44]=[CH:43][N:42]=1.C(P(CCCC)CCCC)CCC, predict the reaction product. The product is: [CH3:35][CH:30]([CH2:29][C:24]1[NH:25][C:26]2[C:22]([CH:23]=1)=[CH:21][C:20]([O:19][CH2:37][CH2:38][CH2:39][NH:40][C:41]1[CH:46]=[CH:45][CH:44]=[CH:43][N:42]=1)=[CH:28][CH:27]=2)[C:31]([OH:33])=[O:32]. (7) Given the reactants [Br:1][C:2]1[CH:11]=[C:10]2[C:5]([C:6](=[O:17])[NH:7][C:8]([CH:12]3[CH2:16][CH2:15][CH2:14][NH:13]3)=[N:9]2)=[CH:4][CH:3]=1.C([O-])([O-])=O.[K+].[K+].[Na+].[I-].Br[CH2:27][CH2:28]Cl, predict the reaction product. The product is: [Br:1][C:2]1[CH:11]=[C:10]2[C:5]([C:6](=[O:17])[N:7]3[CH2:28][CH2:27][N:13]4[CH2:14][CH2:15][CH2:16][CH:12]4[C:8]3=[N:9]2)=[CH:4][CH:3]=1. (8) Given the reactants [Cl:1][C:2]1[CH:11]=[CH:10][C:9]2[N:8]=[CH:7][C:6]3[N:12]=[CH:13][N:14]([CH2:15][C:16]4[CH:21]=[CH:20][C:19]([O:22][CH3:23])=[CH:18][C:17]=4[O:24][CH3:25])[C:5]=3[C:4]=2[CH:3]=1.ClC1C=CC=C(C(OO)=[O:34])C=1.C(Cl)Cl, predict the reaction product. The product is: [Cl:1][C:2]1[CH:11]=[CH:10][C:9]2[NH:8][C:7](=[O:34])[C:6]3[N:12]=[CH:13][N:14]([CH2:15][C:16]4[CH:21]=[CH:20][C:19]([O:22][CH3:23])=[CH:18][C:17]=4[O:24][CH3:25])[C:5]=3[C:4]=2[CH:3]=1. (9) Given the reactants [CH2:1]([N:8]1[CH2:13][CH2:12][C:11](=[O:14])[CH2:10][CH2:9]1)[C:2]1[CH:7]=[CH:6][CH:5]=[CH:4][CH:3]=1.[Si](OS(C(F)(F)F)(=O)=O)(C)(C)C.Cl[C:28](Cl)([C:35]1[CH:40]=[CH:39][CH:38]=[CH:37][CH:36]=1)[C:29]1[CH:34]=[CH:33][CH:32]=[CH:31][CH:30]=1.C(=O)(O)[O-].[Na+], predict the reaction product. The product is: [CH2:1]([N:8]1[CH2:13][CH2:12][C:11](=[O:14])[C:10](=[C:28]([C:29]2[CH:34]=[CH:33][CH:32]=[CH:31][CH:30]=2)[C:35]2[CH:40]=[CH:39][CH:38]=[CH:37][CH:36]=2)[CH2:9]1)[C:2]1[CH:3]=[CH:4][CH:5]=[CH:6][CH:7]=1.